Task: Predict the product of the given reaction.. Dataset: Forward reaction prediction with 1.9M reactions from USPTO patents (1976-2016) The product is: [C:1]([CH:5]1[CH2:6][CH2:7][CH:8]([N:11]([CH2:23][C:24]2[CH:25]=[CH:26][C:27]([C:28]([NH:39][C:38]3[NH:37][N:36]=[N:35][N:34]=3)=[O:30])=[CH:31][CH:32]=2)[C:12]2[N:16]([CH3:17])[C:15]3[CH:18]=[CH:19][C:20]([OH:22])=[CH:21][C:14]=3[N:13]=2)[CH2:9][CH2:10]1)([CH3:2])([CH3:3])[CH3:4]. Given the reactants [C:1]([CH:5]1[CH2:10][CH2:9][CH:8]([N:11]([CH2:23][C:24]2[CH:32]=[CH:31][C:27]([C:28]([OH:30])=O)=[CH:26][CH:25]=2)[C:12]2[N:16]([CH3:17])[C:15]3[CH:18]=[CH:19][C:20]([OH:22])=[CH:21][C:14]=3[N:13]=2)[CH2:7][CH2:6]1)([CH3:4])([CH3:3])[CH3:2].O.[NH:34]1[C:38]([NH2:39])=[N:37][N:36]=[N:35]1.C1C=CC2N(O)N=NC=2C=1.CCN(C(C)C)C(C)C.C(Cl)CCl, predict the reaction product.